Dataset: Catalyst prediction with 721,799 reactions and 888 catalyst types from USPTO. Task: Predict which catalyst facilitates the given reaction. Reactant: [F:1][C:2]1[CH:7]=[CH:6][C:5]([C:8]2[CH:17]=[CH:16][C:15]3[C:10](=[CH:11][CH:12]=[C:13]([O:18][CH3:19])[CH:14]=3)[C:9]=2[C:20]([C:22]2[CH:27]=[CH:26][C:25]([O:28][CH2:29][CH2:30][N:31]3[CH2:36][CH2:35][CH2:34][CH2:33][CH2:32]3)=[CH:24][CH:23]=2)=O)=[C:4]([S:37]C)[CH:3]=1.[H-].[Al+3].[Li+].[H-].[H-].[H-].[Cl-].[NH4+].C(N(C(C)C)CC)(C)C.CS(Cl)(=O)=O.C(=O)(O)[O-].[Na+]. Product: [F:1][C:2]1[CH:3]=[C:4]2[C:5](=[CH:6][CH:7]=1)[C:8]1[C:9](=[C:10]3[C:15](=[CH:16][CH:17]=1)[CH:14]=[C:13]([O:18][CH3:19])[CH:12]=[CH:11]3)[CH:20]([C:22]1[CH:27]=[CH:26][C:25]([O:28][CH2:29][CH2:30][N:31]3[CH2:32][CH2:33][CH2:34][CH2:35][CH2:36]3)=[CH:24][CH:23]=1)[S:37]2. The catalyst class is: 1.